From a dataset of Peptide-MHC class I binding affinity with 185,985 pairs from IEDB/IMGT. Regression. Given a peptide amino acid sequence and an MHC pseudo amino acid sequence, predict their binding affinity value. This is MHC class I binding data. The peptide sequence is NDNSTATLC. The MHC is HLA-B44:02 with pseudo-sequence HLA-B44:02. The binding affinity (normalized) is 0.159.